This data is from Reaction yield outcomes from USPTO patents with 853,638 reactions. The task is: Predict the reaction yield, written as a fraction of the theoretical maximum amount of product (1.0 means a 100% yield; for example, 0.34 means a 34% yield). (1) The reactants are C1(P(C2C=CC=CC=2)C2C=CC=CC=2)C=CC=CC=1.CC(OC(/N=N/C(OC(C)C)=O)=O)C.[C:34]([O:38][C:39]([N:41]1[CH2:46][CH2:45][CH:44]([N:47]=[C:48]([C:55]2[CH:60]=[CH:59][CH:58]=[CH:57][CH:56]=2)[C:49]2[CH:54]=[CH:53][CH:52]=[CH:51][CH:50]=2)[CH:43](O)[CH2:42]1)=[O:40])([CH3:37])([CH3:36])[CH3:35].P([N:78]=[N+:79]=[N-:80])(OC1C=CC=CC=1)(OC1C=CC=CC=1)=O. The catalyst is C1COCC1. The product is [C:34]([O:38][C:39]([N:41]1[CH2:46][CH2:45][C@H:44]([N:47]=[C:48]([C:55]2[CH:60]=[CH:59][CH:58]=[CH:57][CH:56]=2)[C:49]2[CH:50]=[CH:51][CH:52]=[CH:53][CH:54]=2)[C@H:43]([N:78]=[N+:79]=[N-:80])[CH2:42]1)=[O:40])([CH3:37])([CH3:36])[CH3:35]. The yield is 0.710. (2) The reactants are [CH2:1]([NH:3][C:4]([NH:6][C:7]1[S:8][C:9]2[C:15]([C:16]3[N:17]=[C:18]([O:21]C)[S:19][CH:20]=3)=[CH:14][C:13]([C:23]3[CH:24]=[N:25][CH:26]=[CH:27][CH:28]=3)=[CH:12][C:10]=2[N:11]=1)=[O:5])[CH3:2].B(Br)(Br)Br. The catalyst is C(Cl)Cl. The product is [CH2:1]([NH:3][C:4]([NH:6][C:7]1[S:8][C:9]2[C:15]([C:16]3[N:17]=[C:18]([OH:21])[S:19][CH:20]=3)=[CH:14][C:13]([C:23]3[CH:24]=[N:25][CH:26]=[CH:27][CH:28]=3)=[CH:12][C:10]=2[N:11]=1)=[O:5])[CH3:2]. The yield is 0.0700. (3) The yield is 0.680. The reactants are [NH2:1][C:2]1[CH:9]=[CH:8][C:7]([Br:10])=[CH:6][C:3]=1[C:4]#[N:5].Cl[C:12]([O:14][CH2:15][CH3:16])=[O:13]. No catalyst specified. The product is [CH2:15]([O:14][C:12](=[O:13])[NH:1][C:2]1[CH:9]=[CH:8][C:7]([Br:10])=[CH:6][C:3]=1[C:4]#[N:5])[CH3:16]. (4) The reactants are [CH3:1][C:2]1[N:29]=[C:5]2[NH:6][C:7](=[O:28])[C:8]([CH2:13][C:14]3[CH:19]=[CH:18][C:17]([C:20]4[C:21]([C:26]#[N:27])=[CH:22][CH:23]=[CH:24][CH:25]=4)=[CH:16][CH:15]=3)=[C:9]([CH2:10][CH2:11][CH3:12])[N:4]2[N:3]=1.Br[CH2:31][CH:32]([OH:37])[C:33]([F:36])([F:35])[F:34].C(=O)([O-])[O-].[Cs+].[Cs+].CN(C)C(=O)C. The catalyst is C(OCC)(=O)C. The product is [CH3:1][C:2]1[N:29]=[C:5]2[N:6]([CH2:31][CH:32]([OH:37])[C:33]([F:36])([F:35])[F:34])[C:7](=[O:28])[C:8]([CH2:13][C:14]3[CH:19]=[CH:18][C:17]([C:20]4[C:21]([C:26]#[N:27])=[CH:22][CH:23]=[CH:24][CH:25]=4)=[CH:16][CH:15]=3)=[C:9]([CH2:10][CH2:11][CH3:12])[N:4]2[N:3]=1. The yield is 0.650. (5) The reactants are [C:1]([C:3]1[C:4](Cl)=[N:5][CH:6]=[CH:7][CH:8]=1)#[N:2].[CH3:10]B(O)O.C([O-])([O-])=O.[K+].[K+]. The catalyst is O1CCOCC1.C(Cl)Cl.C1C=CC([P]([Pd]([P](C2C=CC=CC=2)(C2C=CC=CC=2)C2C=CC=CC=2)([P](C2C=CC=CC=2)(C2C=CC=CC=2)C2C=CC=CC=2)[P](C2C=CC=CC=2)(C2C=CC=CC=2)C2C=CC=CC=2)(C2C=CC=CC=2)C2C=CC=CC=2)=CC=1. The product is [C:1]([C:3]1[C:4]([CH3:10])=[N:5][CH:6]=[CH:7][CH:8]=1)#[N:2]. The yield is 0.460. (6) The reactants are [NH2:1][C:2]1[C:7]2[CH2:8][C:9]([CH3:12])([CH3:11])[O:10][C:6]=2[C:5]([C:13]([NH:15][CH2:16][C@@H:17]2[CH2:22][CH2:21][N:20](C(OC(C)(C)C)=O)[CH2:19][C@H:18]2[OH:30])=[O:14])=[CH:4][C:3]=1[Cl:31]. The catalyst is Cl.CC(O)C.CO. The product is [NH2:1][C:2]1[C:7]2[CH2:8][C:9]([CH3:11])([CH3:12])[O:10][C:6]=2[C:5]([C:13]([NH:15][CH2:16][C@@H:17]2[CH2:22][CH2:21][NH:20][CH2:19][C@H:18]2[OH:30])=[O:14])=[CH:4][C:3]=1[Cl:31]. The yield is 0.730.